The task is: Predict the reaction yield, written as a fraction of the theoretical maximum amount of product (1.0 means a 100% yield; for example, 0.34 means a 34% yield).. This data is from Reaction yield outcomes from USPTO patents with 853,638 reactions. (1) The reactants are [C:1]([OH:6])(=O)[CH:2]([CH3:4])[CH3:3].S(Cl)(Cl)=O.[N+:11]([C:14]1[CH:20]=[CH:19][C:17]([NH2:18])=[CH:16][CH:15]=1)([O-:13])=[O:12].C(N(CC)CC)C. The catalyst is C(OCC)C.C(Cl)Cl. The product is [N+:11]([C:14]1[CH:20]=[CH:19][C:17]([NH:18][C:1](=[O:6])[CH:2]([CH3:4])[CH3:3])=[CH:16][CH:15]=1)([O-:13])=[O:12]. The yield is 0.642. (2) The reactants are Cl[C:2]1[N:7]=[C:6]([N:8]2[C:17]3[C:12](=[CH:13][C:14]([OH:18])=[CH:15][CH:16]=3)[CH2:11][CH2:10][CH2:9]2)[CH:5]=[CH:4][N:3]=1.[NH2:19][C:20]1[CH:25]=[CH:24][C:23]([S:26]([NH:29][CH2:30][CH:31]2[CH2:33][CH2:32]2)(=[O:28])=[O:27])=[CH:22][CH:21]=1.C1(C)C=CC(S(O)(=O)=O)=CC=1. The catalyst is CN(C=O)C. The product is [CH:31]1([CH2:30][NH:29][S:26]([C:23]2[CH:22]=[CH:21][C:20]([NH:19][C:2]3[N:7]=[C:6]([N:8]4[C:17]5[C:12](=[CH:13][C:14]([OH:18])=[CH:15][CH:16]=5)[CH2:11][CH2:10][CH2:9]4)[CH:5]=[CH:4][N:3]=3)=[CH:25][CH:24]=2)(=[O:28])=[O:27])[CH2:32][CH2:33]1. The yield is 0.560. (3) The reactants are N1C=CC=CC=1.[OH:7][C:8]1[CH:13]=[CH:12][C:11]([C:14]2[C:15]([C:20]#[N:21])=[N:16][N:17]([CH3:19])[CH:18]=2)=[CH:10][CH:9]=1.[F:22][C:23]([F:36])([F:35])[S:24](O[S:24]([C:23]([F:36])([F:35])[F:22])(=[O:26])=[O:25])(=[O:26])=[O:25].Cl. The catalyst is C(Cl)Cl. The product is [C:20]([C:15]1[C:14]([C:11]2[CH:10]=[CH:9][C:8]([O:7][S:24]([C:23]([F:36])([F:35])[F:22])(=[O:26])=[O:25])=[CH:13][CH:12]=2)=[CH:18][N:17]([CH3:19])[N:16]=1)#[N:21]. The yield is 0.960. (4) The reactants are [Cl:1][C:2]1[CH:10]=[C:9]2[C:5]([CH:6]=[C:7]([CH:11]=O)[NH:8]2)=[CH:4][CH:3]=1.[CH:13]1([CH2:16][NH2:17])[CH2:15][CH2:14]1.[O-]S([O-])(=O)=O.[Mg+2].C(N(CC)CC)C.[Cl:31][C:32]1[CH:37]=[CH:36][C:35]([CH2:38][C:39](Cl)=[O:40])=[CH:34][CH:33]=1. The catalyst is C(Cl)Cl. The product is [Cl:1][C:2]1[CH:10]=[C:9]2[C:5]([CH:6]=[C:7]([CH:11]3[N:17]([CH2:16][CH:13]4[CH2:15][CH2:14]4)[C:39](=[O:40])[CH:38]3[C:35]3[CH:36]=[CH:37][C:32]([Cl:31])=[CH:33][CH:34]=3)[NH:8]2)=[CH:4][CH:3]=1. The yield is 0.180. (5) The reactants are [S:1]([C:5]1[S:9][C:8]([NH:10][S:11]([C:14]2[CH:19]=[CH:18][C:17]([NH:20]C(=O)C)=[CH:16][CH:15]=2)(=[O:13])=[O:12])=[N:7][N:6]=1)(=[O:4])(=[O:3])[NH2:2]. The catalyst is Cl. The product is [NH2:20][C:17]1[CH:18]=[CH:19][C:14]([S:11]([NH:10][C:8]2[S:9][C:5]([S:1]([NH2:2])(=[O:3])=[O:4])=[N:6][N:7]=2)(=[O:13])=[O:12])=[CH:15][CH:16]=1. The yield is 0.570.